This data is from Catalyst prediction with 721,799 reactions and 888 catalyst types from USPTO. The task is: Predict which catalyst facilitates the given reaction. Reactant: Br[CH:2]([C:14]1[CH:15]=[N:16][C:17]([CH3:20])=[CH:18][CH:19]=1)[C:3]([C:5]1[C:13]2[C:8](=[CH:9][CH:10]=[CH:11][CH:12]=2)[NH:7][CH:6]=1)=[O:4].[CH3:21][O:22][C:23]1[CH:24]=[C:25]([CH:27]=[C:28]([O:30][CH3:31])[CH:29]=1)[NH2:26]. Product: [CH3:31][O:30][C:28]1[CH:27]=[C:25]([NH:26][CH:2]([C:14]2[CH:15]=[N:16][C:17]([CH3:20])=[CH:18][CH:19]=2)[C:3]([C:5]2[C:13]3[C:8](=[CH:9][CH:10]=[CH:11][CH:12]=3)[NH:7][CH:6]=2)=[O:4])[CH:24]=[C:23]([O:22][CH3:21])[CH:29]=1. The catalyst class is: 10.